From a dataset of Forward reaction prediction with 1.9M reactions from USPTO patents (1976-2016). Predict the product of the given reaction. (1) Given the reactants [CH3:1][O:2][C:3]1[CH:4]=[C:5]([CH:30]=[CH:31][C:32]=1[O:33][CH3:34])[CH2:6][N:7]1[C:16](=[O:17])[C:15]2[C:10](=[CH:11][CH:12]=[C:13]([CH2:18][NH:19][C:20](=[O:22])[CH3:21])[CH:14]=2)[N:9]([CH:23]2[CH2:28][CH2:27][NH:26][CH2:25][CH2:24]2)[C:8]1=[O:29].[CH:35]([O-])=[O:36].[NH4+], predict the reaction product. The product is: [CH3:1][O:2][C:3]1[CH:4]=[C:5]([CH:30]=[CH:31][C:32]=1[O:33][CH3:34])[CH2:6][N:7]1[C:16](=[O:17])[C:15]2[C:10](=[CH:11][CH:12]=[C:13]([CH2:18][NH:19][C:20](=[O:22])[CH3:21])[CH:14]=2)[N:9]([CH:23]2[CH2:28][CH2:27][N:26]([CH:35]=[O:36])[CH2:25][CH2:24]2)[C:8]1=[O:29]. (2) Given the reactants [F:1][C:2]([F:35])([CH3:34])[C:3]([NH:5][C@@H:6]([CH3:33])[C@H:7]([O:14][C:15]1[CH:16]=[C:17]2[C:21](=[CH:22][CH:23]=1)[N:20]([C:24]1[CH:25]=[C:26]([CH:30]=[CH:31][CH:32]=1)[C:27]([OH:29])=O)[N:19]=[CH:18]2)[C:8]1[CH:13]=[CH:12][CH:11]=[CH:10][CH:9]=1)=[O:4].CN(C(ON1N=NC2C=CC=CC1=2)=[N+](C)C)C.F[P-](F)(F)(F)(F)F.[NH2:60][CH2:61][CH2:62][OH:63], predict the reaction product. The product is: [F:35][C:2]([F:1])([CH3:34])[C:3]([NH:5][C@@H:6]([CH3:33])[C@H:7]([O:14][C:15]1[CH:16]=[C:17]2[C:21](=[CH:22][CH:23]=1)[N:20]([C:24]1[CH:25]=[C:26]([CH:30]=[CH:31][CH:32]=1)[C:27]([NH:60][CH2:61][CH2:62][OH:63])=[O:29])[N:19]=[CH:18]2)[C:8]1[CH:13]=[CH:12][CH:11]=[CH:10][CH:9]=1)=[O:4]. (3) Given the reactants [BH4-].[Na+].O.[CH3:4][O:5][C:6]([C:8]1[S:9][C:10]([C:31]#[C:32][C:33]([CH3:36])([CH3:35])[CH3:34])=[CH:11][C:12]=1[N:13]([C:21](=[O:30])[C:22]1[CH:27]=[CH:26][C:25]([CH3:28])=[CH:24][C:23]=1[CH3:29])[CH:14]1[CH2:19][CH2:18][C:17](=[O:20])[CH2:16][CH2:15]1)=[O:7].Cl, predict the reaction product. The product is: [CH3:4][O:5][C:6]([C:8]1[S:9][C:10]([C:31]#[C:32][C:33]([CH3:36])([CH3:35])[CH3:34])=[CH:11][C:12]=1[N:13]([C:21](=[O:30])[C:22]1[CH:27]=[CH:26][C:25]([CH3:28])=[CH:24][C:23]=1[CH3:29])[C@H:14]1[CH2:19][CH2:18][C@H:17]([OH:20])[CH2:16][CH2:15]1)=[O:7]. (4) Given the reactants [Cl:1][C:2]1[CH:3]=[C:4]([CH:25]=[C:26]([F:28])[CH:27]=1)[CH2:5][NH:6][C:7]([CH:9]1[CH2:13][CH2:12][N:11]([CH2:14][C:15]2[NH:19][C:18]3[CH:20]=[CH:21][CH:22]=[CH:23][C:17]=3[N:16]=2)[C:10]1=[O:24])=[O:8].[O-:29]CC.[Na+].C(OO)(C)(C)C, predict the reaction product. The product is: [Cl:1][C:2]1[CH:3]=[C:4]([CH:25]=[C:26]([F:28])[CH:27]=1)[CH2:5][NH:6][C:7]([C:9]1([OH:29])[CH2:13][CH2:12][N:11]([CH2:14][C:15]2[NH:16][C:17]3[CH:23]=[CH:22][CH:21]=[CH:20][C:18]=3[N:19]=2)[C:10]1=[O:24])=[O:8]. (5) Given the reactants Br[CH2:2][CH2:3][CH2:4][N:5]1[C:9](=[O:10])[CH:8]2[CH2:11][CH2:12][CH2:13][N:7]2[C:6]1=[O:14].[O:15]1[C:19]2[C:20]([N:24]3[CH2:29][CH2:28][NH:27][C@@H:26]([CH3:30])[CH2:25]3)=[CH:21][CH:22]=[CH:23][C:18]=2[CH:17]=[CH:16]1, predict the reaction product. The product is: [O:15]1[C:19]2[C:20]([N:24]3[CH2:29][CH2:28][N:27]([CH2:2][CH2:3][CH2:4][N:5]4[C:9](=[O:10])[CH:8]5[CH2:11][CH2:12][CH2:13][N:7]5[C:6]4=[O:14])[C@@H:26]([CH3:30])[CH2:25]3)=[CH:21][CH:22]=[CH:23][C:18]=2[CH:17]=[CH:16]1. (6) Given the reactants [F:1][C:2]([F:20])([F:19])[C:3]1[CH:8]=[CH:7][C:6]([CH:9]2[C:18]3[C:13](=[CH:14][CH:15]=[CH:16][CH:17]=3)[CH2:12][CH2:11][NH:10]2)=[CH:5][CH:4]=1.[C:21](Cl)(=[O:33])[O:22][C@@H:23]1[CH2:28][C@H:27]([CH3:29])[CH2:26][CH2:25][C@H:24]1[CH:30]([CH3:32])[CH3:31].O, predict the reaction product. The product is: [F:20][C:2]([F:1])([F:19])[C:3]1[CH:4]=[CH:5][C:6]([CH:9]2[C:18]3[C:13](=[CH:14][CH:15]=[CH:16][CH:17]=3)[CH2:12][CH2:11][N:10]2[C:21]([O:22][C@@H:23]2[CH2:28][C@H:27]([CH3:29])[CH2:26][CH2:25][C@H:24]2[CH:30]([CH3:32])[CH3:31])=[O:33])=[CH:7][CH:8]=1. (7) Given the reactants [OH-].[Na+].[N+:3]([C:6]1[CH:17]=[CH:16][C:9]([CH2:10][C@@H:11]([C:13]([OH:15])=[O:14])[NH2:12])=[CH:8][CH:7]=1)([O-:5])=[O:4].C(=O)([O-])[O-].[Na+].[Na+].Cl[C:25]([O:27][CH2:28][C:29]1[CH:34]=[CH:33][CH:32]=[CH:31][CH:30]=1)=[O:26], predict the reaction product. The product is: [C:25]([NH:12][C@H:11]([C:13]([OH:15])=[O:14])[CH2:10][C:9]1[CH:8]=[CH:7][C:6]([N+:3]([O-:5])=[O:4])=[CH:17][CH:16]=1)([O:27][CH2:28][C:29]1[CH:34]=[CH:33][CH:32]=[CH:31][CH:30]=1)=[O:26]. (8) Given the reactants [CH2:1]=O.[NH:3]=[S:4]1(=[O:18])[CH2:9][CH2:8][N:7]([C:10]2[N:15]=[CH:14][C:13]([C:16]#[N:17])=[CH:12][CH:11]=2)[CH2:6][CH2:5]1.O, predict the reaction product. The product is: [CH3:1][N:3]=[S:4]1(=[O:18])[CH2:5][CH2:6][N:7]([C:10]2[N:15]=[CH:14][C:13]([C:16]#[N:17])=[CH:12][CH:11]=2)[CH2:8][CH2:9]1.